From a dataset of NCI-60 drug combinations with 297,098 pairs across 59 cell lines. Regression. Given two drug SMILES strings and cell line genomic features, predict the synergy score measuring deviation from expected non-interaction effect. (1) Drug 2: CN1C(=O)N2C=NC(=C2N=N1)C(=O)N. Drug 1: CC1=C2C(C(=O)C3(C(CC4C(C3C(C(C2(C)C)(CC1OC(=O)C(C(C5=CC=CC=C5)NC(=O)OC(C)(C)C)O)O)OC(=O)C6=CC=CC=C6)(CO4)OC(=O)C)OC)C)OC. Cell line: HCC-2998. Synergy scores: CSS=28.3, Synergy_ZIP=-2.61, Synergy_Bliss=-12.3, Synergy_Loewe=-51.8, Synergy_HSA=-14.0. (2) Drug 1: CC1=C(C(CCC1)(C)C)C=CC(=CC=CC(=CC(=O)O)C)C. Drug 2: C1=CC=C(C=C1)NC(=O)CCCCCCC(=O)NO. Cell line: HT29. Synergy scores: CSS=5.72, Synergy_ZIP=-1.83, Synergy_Bliss=-2.90, Synergy_Loewe=-4.14, Synergy_HSA=-3.07.